From a dataset of Full USPTO retrosynthesis dataset with 1.9M reactions from patents (1976-2016). Predict the reactants needed to synthesize the given product. (1) Given the product [C:19]1([CH2:14][C:13]([O:16][CH2:17][CH3:18])=[O:15])([CH2:22][C:23]([O:25][CH3:26])=[O:24])[CH2:21][CH2:20]1, predict the reactants needed to synthesize it. The reactants are: C(NC(C)C)(C)C.C([Li])CCC.[C:13]([O:16][CH2:17][CH3:18])(=[O:15])[CH3:14].[C:19]1(=[CH:22][C:23]([O:25][CH3:26])=[O:24])[CH2:21][CH2:20]1.[Cl-].[NH4+]. (2) Given the product [C:18]1([C:24]2[N:29]=[C:28]([N:30]3[CH2:35][CH2:34][N:33]([C:8]([NH:7][C:3]4[N:2]=[N:1][CH:6]=[CH:5][CH:4]=4)=[O:15])[CH2:32][CH2:31]3)[CH:27]=[CH:26][N:25]=2)[CH:19]=[CH:20][CH:21]=[CH:22][CH:23]=1, predict the reactants needed to synthesize it. The reactants are: [N:1]1[CH:6]=[CH:5][CH:4]=[C:3]([NH:7][C:8](=[O:15])OCC(Cl)(Cl)Cl)[N:2]=1.Cl.Cl.[C:18]1([C:24]2[N:29]=[C:28]([N:30]3[CH2:35][CH2:34][NH:33][CH2:32][CH2:31]3)[CH:27]=[CH:26][N:25]=2)[CH:23]=[CH:22][CH:21]=[CH:20][CH:19]=1.